From a dataset of Reaction yield outcomes from USPTO patents with 853,638 reactions. Predict the reaction yield, written as a fraction of the theoretical maximum amount of product (1.0 means a 100% yield; for example, 0.34 means a 34% yield). (1) The reactants are [C:1]([O:5][C:6]([NH:8][C@@H:9]([C:13]([OH:16])([CH3:15])[CH3:14])[C:10]([OH:12])=O)=[O:7])([CH3:4])([CH3:3])[CH3:2].C1C=CC2N(O)N=NC=2C=1.C1CCC(N=C=NC2CCCCC2)CC1.[CH2:42]([O:49][NH2:50])[C:43]1[CH:48]=[CH:47][CH:46]=[CH:45][CH:44]=1. The catalyst is C1COCC1.CCCCCC. The product is [CH2:42]([O:49][NH:50][C:10](=[O:12])[C@@H:9]([NH:8][C:6](=[O:7])[O:5][C:1]([CH3:2])([CH3:3])[CH3:4])[C:13]([OH:16])([CH3:15])[CH3:14])[C:43]1[CH:48]=[CH:47][CH:46]=[CH:45][CH:44]=1. The yield is 0.811. (2) The reactants are [CH3:1][O:2][C:3]1[C:11]2[CH:10]=[CH:9][S:8][C:7]=2[CH:6]=[CH:5][CH:4]=1.[Li]CCCC.[C:17]([O:21][C:22]([N:24]1[CH2:29][CH2:28][C:27](=[O:30])[CH2:26][CH:25]1[CH3:31])=[O:23])([CH3:20])([CH3:19])[CH3:18]. The catalyst is C1COCC1. The product is [C:17]([O:21][C:22]([N:24]1[CH2:29][CH2:28][C:27]([C:9]2[S:8][C:7]3[CH:6]=[CH:5][CH:4]=[C:3]([O:2][CH3:1])[C:11]=3[CH:10]=2)([OH:30])[CH2:26][CH:25]1[CH3:31])=[O:23])([CH3:20])([CH3:18])[CH3:19]. The yield is 0.480. (3) The reactants are [CH:1]1([NH:4][C:5]2[N:13]=[C:12]([C:14]([F:17])([F:16])[F:15])[N:11]=[C:10]3[C:6]=2[N:7]=[CH:8][N:9]3[C:18]2[CH:23]=[CH:22][C:21]([C:24]([O:26]C)=[O:25])=[CH:20][CH:19]=2)[CH2:3][CH2:2]1.[OH-].[K+].FC(F)(F)C(O)=O. The catalyst is CO. The product is [C:24]([C:21]1[CH:20]=[CH:19][C:18]([N:9]2[CH:8]=[N:7][C:6]3[C:10]2=[N:11][C:12]([C:14]([F:17])([F:15])[F:16])=[N:13][C:5]=3[NH:4][CH:1]2[CH2:3][CH2:2]2)=[CH:23][CH:22]=1)([OH:26])=[O:25]. The yield is 0.700. (4) The reactants are [Cl:1][C:2]1[N:10]=[C:9]2[C:5]([N:6]=[CH:7][NH:8]2)=[C:4](Cl)[N:3]=1.[CH3:12][C@H:13]1[CH2:18][O:17][CH2:16][CH2:15][NH:14]1.C(N(CC)C(C)C)(C)C. The catalyst is C(O)C. The product is [Cl:1][C:2]1[N:10]=[C:9]2[C:5]([N:6]=[CH:7][NH:8]2)=[C:4]([N:14]2[CH2:15][CH2:16][O:17][CH2:18][C@@H:13]2[CH3:12])[N:3]=1. The yield is 0.530. (5) The reactants are [F:1][C:2]1[CH:7]=[CH:6][C:5]([OH:8])=[C:4]([CH3:9])[C:3]=1[NH:10][CH2:11][C:12]1[CH:17]=[C:16]([C:18]2[CH:23]=[CH:22][CH:21]=[C:20]([F:24])[CH:19]=2)[CH:15]=[CH:14][C:13]=1[F:25].C([O-])([O-])=O.[Cs+].[Cs+].Br[CH2:33][C:34]([O:36][CH:37]([CH3:39])[CH3:38])=[O:35].O. The catalyst is CN(C=O)C. The product is [F:1][C:2]1[CH:7]=[CH:6][C:5]([O:8][CH2:33][C:34]([O:36][CH:37]([CH3:39])[CH3:38])=[O:35])=[C:4]([CH3:9])[C:3]=1[NH:10][CH2:11][C:12]1[CH:17]=[C:16]([C:18]2[CH:23]=[CH:22][CH:21]=[C:20]([F:24])[CH:19]=2)[CH:15]=[CH:14][C:13]=1[F:25]. The yield is 0.800. (6) The reactants are [C@H:1]1([NH2:10])[C:9]2[C:4](=[CH:5][CH:6]=[CH:7][CH:8]=2)[CH2:3][CH2:2]1.[Cl:11][C:12]1[CH:17]=[N:16][CH:15]=[C:14](Cl)[N:13]=1. No catalyst specified. The product is [Cl:11][C:12]1[N:13]=[C:14]([NH:10][C@H:1]2[C:9]3[C:4](=[CH:5][CH:6]=[CH:7][CH:8]=3)[CH2:3][CH2:2]2)[CH:15]=[N:16][CH:17]=1. The yield is 0.900. (7) The catalyst is C(O)(=O)C. The reactants are [CH3:1][C:2]1[N:7]2[CH:8]=[C:9]([C:11]([F:14])([F:13])[F:12])[N:10]=[C:6]2[CH:5]=[C:4]([C:15]([O:17][CH2:18][CH3:19])=[O:16])[CH:3]=1.[I:20]N1C(=O)CCC1=O. The product is [I:20][C:8]1[N:7]2[C:2]([CH3:1])=[CH:3][C:4]([C:15]([O:17][CH2:18][CH3:19])=[O:16])=[CH:5][C:6]2=[N:10][C:9]=1[C:11]([F:14])([F:13])[F:12]. The yield is 0.670. (8) The reactants are [Br:1][C:2]1[CH:3]=[C:4]2[N:11]=[CH:10][NH:9][C:5]2=[N+:6]([O-])[CH:7]=1.CS([Cl:16])(=O)=O.C(=O)([O-])O.[Na+]. The catalyst is CN(C)C=O. The product is [Br:1][C:2]1[C:3]([Cl:16])=[C:4]2[N:11]=[CH:10][NH:9][C:5]2=[N:6][CH:7]=1. The yield is 0.520. (9) The reactants are [CH3:1][O:2][C:3]1[CH:8]=[CH:7][C:6]([C:9]2[N:10]=[C:11]([NH2:15])[S:12][C:13]=2[CH3:14])=[CH:5][CH:4]=1.[N:16]1([C:21](N2C=CN=C2)=[S:22])[CH:20]=[CH:19][N:18]=[CH:17]1. The catalyst is C(#N)C. The product is [CH3:1][O:2][C:3]1[CH:4]=[CH:5][C:6]([C:9]2[N:10]=[C:11]([NH:15][C:21]([N:16]3[CH:20]=[CH:19][N:18]=[CH:17]3)=[S:22])[S:12][C:13]=2[CH3:14])=[CH:7][CH:8]=1. The yield is 0.870. (10) The reactants are [Br:1][C:2]1[CH:3]=[CH:4][C:5]([N+:9]([O-])=O)=[C:6]([CH:8]=1)[NH2:7].ClC(Cl)(O[C:16](=[O:22])OC(Cl)(Cl)Cl)Cl.[NH:24]1[CH2:28][CH2:27][CH2:26][CH2:25]1. The catalyst is ClCCl. The product is [NH2:9][C:5]1[CH:4]=[CH:3][C:2]([Br:1])=[CH:8][C:6]=1[NH:7][C:16]([N:24]1[CH2:28][CH2:27][CH2:26][CH2:25]1)=[O:22]. The yield is 0.310.